Predict the reaction yield, written as a fraction of the theoretical maximum amount of product (1.0 means a 100% yield; for example, 0.34 means a 34% yield). From a dataset of Reaction yield outcomes from USPTO patents with 853,638 reactions. (1) The reactants are Br[C:2]1[CH:3]=[CH:4][C:5]([O:8][CH2:9][C:10]2[C:11]([C:16]3[CH:21]=[CH:20][C:19]([F:22])=[CH:18][CH:17]=3)=[N:12][O:13][C:14]=2[CH3:15])=[N:6][CH:7]=1.C([Li])CCC.[O:28]1[CH2:31][C:30](=[O:32])[CH2:29]1.CO. The catalyst is C1COCC1. The product is [F:22][C:19]1[CH:20]=[CH:21][C:16]([C:11]2[C:10]([CH2:9][O:8][C:5]3[N:6]=[CH:7][C:2]([C:30]4([OH:32])[CH2:31][O:28][CH2:29]4)=[CH:3][CH:4]=3)=[C:14]([CH3:15])[O:13][N:12]=2)=[CH:17][CH:18]=1. The yield is 0.300. (2) The product is [Cl:1][C:2]1[CH:3]=[C:4]([O:11][CH2:12][CH3:13])[CH:5]=[C:6]([F:10])[C:7]=1[CH2:8][OH:9]. The reactants are [Cl:1][C:2]1[CH:3]=[C:4]([OH:11])[CH:5]=[C:6]([F:10])[C:7]=1[CH2:8][OH:9].[CH2:12](Br)[CH3:13]. The yield is 0.600. No catalyst specified. (3) The reactants are [CH3:1][O:2][C:3]1[CH:28]=[C:27]([O:29][CH3:30])[CH:26]=[CH:25][C:4]=1[CH2:5][NH:6][C:7]1[C:8]2[CH:15]=[CH:14][N:13]([C@H:16]3[C@H:20]([OH:21])[C@H:19]([OH:22])[C@@H:18]([CH2:23][OH:24])[O:17]3)[C:9]=2[N:10]=[CH:11][N:12]=1.CO[C:33](OC)([CH3:35])[CH3:34].C12(CS(O)(=O)=O)C(C)(C)C(CC1)CC2=O.C(=O)(O)[O-].[Na+].CO.O.C1(C)C=CC(S(O)(=O)=O)=CC=1. The catalyst is CC(C)=O.CC(=O)OCC. The product is [CH3:1][O:2][C:3]1[CH:28]=[C:27]([O:29][CH3:30])[CH:26]=[CH:25][C:4]=1[CH2:5][NH:6][C:7]1[C:8]2[CH:15]=[CH:14][N:13]([C@H:16]3[C@@H:20]4[O:21][C:33]([CH3:35])([CH3:34])[O:22][C@@H:19]4[C@@H:18]([CH2:23][OH:24])[O:17]3)[C:9]=2[N:10]=[CH:11][N:12]=1. The yield is 0.830. (4) The reactants are [CH3:1][O:2][C:3]1[CH:4]=[C:5]([C:11]([CH3:15])([CH3:14])[CH2:12][NH2:13])[CH:6]=[CH:7][C:8]=1[O:9][CH3:10].[O:16]1[C:20]2[CH:21]=[CH:22][CH:23]=[CH:24][C:19]=2[CH:18]=[C:17]1[C:25](Cl)=[O:26].C(N(CC)CC)C. The catalyst is O1CCOCC1. The product is [CH3:1][O:2][C:3]1[CH:4]=[C:5]([C:11]([CH3:15])([CH3:14])[CH2:12][NH:13][C:25]([C:17]2[O:16][C:20]3[CH:21]=[CH:22][CH:23]=[CH:24][C:19]=3[CH:18]=2)=[O:26])[CH:6]=[CH:7][C:8]=1[O:9][CH3:10]. The yield is 0.863.